This data is from Full USPTO retrosynthesis dataset with 1.9M reactions from patents (1976-2016). The task is: Predict the reactants needed to synthesize the given product. (1) Given the product [CH3:1][O:2][C:3]1[CH:4]=[C:5]2[C:10](=[CH:11][CH:12]=1)[C:9](=[N:20][OH:21])[CH2:8][CH2:7][CH2:6]2, predict the reactants needed to synthesize it. The reactants are: [CH3:1][O:2][C:3]1[CH:4]=[C:5]2[C:10](=[CH:11][CH:12]=1)[C:9](=O)[CH2:8][CH2:7][CH2:6]2.C([O-])(=O)C.[Na+].Cl.[NH2:20][OH:21]. (2) Given the product [OH:11][C:10]1[C:9]([C:12](=[O:13])/[CH:14]=[CH:15]/[C:16]2[CH:17]=[CH:18][C:19]([OH:22])=[CH:20][CH:21]=2)=[C:8]([O:23][CH3:24])[CH:7]=[C:6]2[C:5]=1[CH:4]=[CH:3][C:2]([CH3:26])([CH3:1])[O:25]2, predict the reactants needed to synthesize it. The reactants are: [CH3:1][C:2]([CH3:26])=[CH:3][CH2:4][C:5]1[C:6]([OH:25])=[CH:7][C:8]([O:23][CH3:24])=[C:9]([C:12](/[CH:14]=[CH:15]/[C:16]2[CH:17]=[CH:18][C:19]([OH:22])=[CH:20][CH:21]=2)=[O:13])[C:10]=1[OH:11].ClC1C(=O)C(C#N)=C(C#N)C(=O)C=1Cl. (3) The reactants are: [CH2:1]([N:8]1[CH:12]=[CH:11][N:10]=[CH:9]1)[C:2]1[CH:7]=[CH:6][CH:5]=[CH:4][CH:3]=1.[Cl:13][CH2:14][CH2:15][CH2:16][CH2:17][CH2:18][CH2:19][CH2:20][CH2:21][CH2:22][CH2:23][CH2:24][CH2:25][CH2:26][CH2:27][CH2:28][CH3:29]. Given the product [Cl-:13].[CH2:1]([N+:8]1[CH:12]=[CH:11][N:10]([CH2:29][CH2:28][CH2:27][CH2:26][CH2:25][CH2:24][CH2:23][CH2:22][CH2:21][CH2:20][CH2:19][CH2:18][CH2:17][CH2:16][CH2:15][CH3:14])[CH:9]=1)[C:2]1[CH:3]=[CH:4][CH:5]=[CH:6][CH:7]=1, predict the reactants needed to synthesize it. (4) Given the product [F:13][C:11]1[O:12][C:8]2[CH:7]=[CH:6][C:5]([CH:17]=[O:16])=[CH:14][C:9]=2[CH:10]=1, predict the reactants needed to synthesize it. The reactants are: [Mg].II.Br[C:5]1[CH:6]=[CH:7][C:8]2[O:12][C:11]([F:13])=[CH:10][C:9]=2[CH:14]=1.Cl.[O:16]1CCC[CH2:17]1. (5) Given the product [CH3:1][C:2]1[C:10]2[C:5](=[CH:6][C:7]([NH:11][C:12]3[C:13]4[CH:36]=[CH:35][NH:34][C:14]=4[N:15]=[C:16]([NH:18][C:19]4[CH:24]=[CH:23][C:22]([N:25]5[CH2:26][CH2:27][N:28]([C:31](=[O:33])[CH3:32])[CH2:29][CH2:30]5)=[CH:21][CH:20]=4)[N:17]=3)=[CH:8][CH:9]=2)[NH:4][N:3]=1, predict the reactants needed to synthesize it. The reactants are: [CH3:1][C:2]1[C:10]2[C:5](=[CH:6][C:7]([NH:11][C:12]3[C:13]4[CH:36]=[CH:35][N:34](S(C5C=CC(C)=CC=5)(=O)=O)[C:14]=4[N:15]=[C:16]([NH:18][C:19]4[CH:24]=[CH:23][C:22]([N:25]5[CH2:30][CH2:29][N:28]([C:31](=[O:33])[CH3:32])[CH2:27][CH2:26]5)=[CH:21][CH:20]=4)[N:17]=3)=[CH:8][CH:9]=2)[NH:4][N:3]=1.[OH-].[K+]. (6) Given the product [CH3:1][O:2][C:3]1[CH:4]=[C:5]([N:32]2[CH2:33][CH2:34][NH:35][CH2:36][CH2:37]2)[CH:6]=[CH:7][C:8]=1[NH:9][C:10]1[N:15]=[CH:14][C:13]2[CH:16]=[N:17][N:18]([S:19]([C:22]3[CH:23]=[CH:24][CH:25]=[C:26]4[C:31]=3[N:30]=[CH:29][CH:28]=[CH:27]4)(=[O:20])=[O:21])[C:12]=2[CH:11]=1, predict the reactants needed to synthesize it. The reactants are: [CH3:1][O:2][C:3]1[CH:4]=[C:5]([N:32]2[CH2:37][CH2:36][N:35](C(OC(C)(C)C)=O)[CH2:34][CH2:33]2)[CH:6]=[CH:7][C:8]=1[NH:9][C:10]1[N:15]=[CH:14][C:13]2[CH:16]=[N:17][N:18]([S:19]([C:22]3[CH:23]=[CH:24][CH:25]=[C:26]4[C:31]=3[N:30]=[CH:29][CH:28]=[CH:27]4)(=[O:21])=[O:20])[C:12]=2[CH:11]=1.Cl. (7) The reactants are: [C:1]([O:5][C:6](=[O:31])[NH:7][CH:8]([C:10]1[CH:15]=[C:14]([Cl:16])[C:13]([CH3:17])=[C:12]([CH:18]([OH:28])[CH2:19][N:20]([C:24](=[O:27])[CH2:25]Cl)[CH:21]([CH3:23])[CH3:22])[C:11]=1[O:29][CH3:30])[CH3:9])([CH3:4])([CH3:3])[CH3:2].[H-].[Na+]. Given the product [Cl:16][C:14]1[C:13]([CH3:17])=[C:12]([CH:18]2[O:28][CH2:25][C:24](=[O:27])[N:20]([CH:21]([CH3:22])[CH3:23])[CH2:19]2)[C:11]([O:29][CH3:30])=[C:10]([CH:8]([NH:7][C:6](=[O:31])[O:5][C:1]([CH3:2])([CH3:4])[CH3:3])[CH3:9])[CH:15]=1, predict the reactants needed to synthesize it.